Dataset: Peptide-MHC class I binding affinity with 185,985 pairs from IEDB/IMGT. Task: Regression. Given a peptide amino acid sequence and an MHC pseudo amino acid sequence, predict their binding affinity value. This is MHC class I binding data. (1) The peptide sequence is IAWSSSSCH. The MHC is HLA-A33:01 with pseudo-sequence HLA-A33:01. The binding affinity (normalized) is 0. (2) The peptide sequence is TLGVYDYLV. The MHC is HLA-A02:02 with pseudo-sequence HLA-A02:02. The binding affinity (normalized) is 1.00. (3) The peptide sequence is RELGLDISL. The MHC is HLA-B44:02 with pseudo-sequence HLA-B44:02. The binding affinity (normalized) is 0.252.